From a dataset of Reaction yield outcomes from USPTO patents with 853,638 reactions. Predict the reaction yield, written as a fraction of the theoretical maximum amount of product (1.0 means a 100% yield; for example, 0.34 means a 34% yield). (1) The reactants are [NH2:1][C@H:2]([C:7]([OH:9])=[O:8])[C:3]([SH:6])([CH3:5])[CH3:4].Br[CH2:11][C:12](=O)[C:13]([O:15]CC)=[O:14].C(=O)(O)[O-].[Na+]. The catalyst is O.C(#N)C. The product is [CH3:4][C:3]1([CH3:5])[CH:2]([C:7]([OH:9])=[O:8])[NH:1][C:12]([C:13]([OH:15])=[O:14])=[CH:11][S:6]1. The yield is 0.310. (2) The product is [CH3:3][C:4]([CH3:8])=[CH:5][CH2:6][N:9]1[CH:13]=[CH:12][N:11]=[CH:10]1. The reactants are [H-].[Na+].[CH3:3][C:4]([CH3:8])=[CH:5][CH2:6]Br.[NH:9]1[CH:13]=[CH:12][N:11]=[CH:10]1. The yield is 0.540. No catalyst specified. (3) The reactants are [F:1][C:2]1[C:7]([CH3:8])=[CH:6][C:5]([NH:9][CH:10]2[CH2:15][CH2:14][N:13]([C@H:16]3[CH2:21][CH2:20][C@H:19]([O:22][CH3:23])[CH2:18][CH2:17]3)[CH2:12][CH2:11]2)=[C:4]([N+:24]([O-])=O)[CH:3]=1.O.NN. The catalyst is C(O)C.[Ni]. The product is [NH2:24][C:4]1[CH:3]=[C:2]([F:1])[C:7]([CH3:8])=[CH:6][C:5]=1[NH:9][CH:10]1[CH2:11][CH2:12][N:13]([C@H:16]2[CH2:21][CH2:20][C@H:19]([O:22][CH3:23])[CH2:18][CH2:17]2)[CH2:14][CH2:15]1. The yield is 0.950. (4) The reactants are [Br:1][C:2]1[CH:3]=[CH:4][C:5]2[O:11][CH2:10][CH2:9][N:8]3[CH:12]=[C:13](I)[N:14]=[C:7]3[C:6]=2[CH:16]=1.[CH:17]([N:20]1[CH:24]=[N:23][CH:22]=[N:21]1)([CH3:19])[CH3:18].C(=O)([O-])[O-].[Cs+].[Cs+].CN(C=O)C. The catalyst is CCOC(C)=O.[Cu]I.CC([O-])=O.CC([O-])=O.[Pd+2]. The product is [Br:1][C:2]1[CH:3]=[CH:4][C:5]2[O:11][CH2:10][CH2:9][N:8]3[CH:12]=[C:13]([C:24]4[N:20]([CH:17]([CH3:19])[CH3:18])[N:21]=[CH:22][N:23]=4)[N:14]=[C:7]3[C:6]=2[CH:16]=1. The yield is 0.0500. (5) The reactants are Br[C:2]1[C:11]2[C:6](=[CH:7][CH:8]=[C:9]([O:12][CH3:13])[CH:10]=2)[C:5]([Cl:14])=[N:4][CH:3]=1.[Li]C(C)(C)C.CCCCC.[C:25](=[O:27])=[O:26].[OH-].[Na+]. The catalyst is C1COCC1.O. The product is [Cl:14][C:5]1[C:6]2[C:11](=[CH:10][C:9]([O:12][CH3:13])=[CH:8][CH:7]=2)[C:2]([C:25]([OH:27])=[O:26])=[CH:3][N:4]=1. The yield is 0.472. (6) The reactants are [OH:1][C:2]1[CH:3]=[C:4]([C:12]([O:14][CH3:15])=[O:13])[CH:5]=[C:6]([CH:11]=1)[C:7]([O:9][CH3:10])=[O:8].C(=O)([O-])[O-].[K+].[K+].[CH2:22](Br)[C:23]1[CH:28]=[CH:27][CH:26]=[CH:25][CH:24]=1. The catalyst is CN(C=O)C.CCOC(C)=O. The product is [CH2:22]([O:1][C:2]1[CH:11]=[C:6]([C:7]([O:9][CH3:10])=[O:8])[CH:5]=[C:4]([CH:3]=1)[C:12]([O:14][CH3:15])=[O:13])[C:23]1[CH:28]=[CH:27][CH:26]=[CH:25][CH:24]=1. The yield is 0.911.